Dataset: Full USPTO retrosynthesis dataset with 1.9M reactions from patents (1976-2016). Task: Predict the reactants needed to synthesize the given product. (1) The reactants are: [NH2:1][C@@H:2]([CH2:6][C:7]1[N:8]=[CH:9][N:10]([CH3:12])[CH:11]=1)[C:3]([OH:5])=[O:4].Cl.[CH2:14]=O. Given the product [CH3:12][N:10]1[C:11]2[CH2:14][NH:1][C@H:2]([C:3]([OH:5])=[O:4])[CH2:6][C:7]=2[N:8]=[CH:9]1, predict the reactants needed to synthesize it. (2) Given the product [O:11]=[C:9]1[NH:1][C@@H:2]([C:5]([OH:7])=[O:6])[CH2:3][S:4]1, predict the reactants needed to synthesize it. The reactants are: [NH2:1][C@H:2]([C:5]([OH:7])=[O:6])[CH2:3][SH:4].Cl[C:9](Cl)([O:11]C(=O)OC(Cl)(Cl)Cl)Cl.C(#N)C. (3) Given the product [N:28]1[CH:29]=[CH:30][N:31]2[CH:36]=[C:35]([C:8]3[N:7]=[C:6]([NH:5][C:3](=[O:4])[CH:2]([C:22]4[CH:27]=[CH:26][CH:25]=[CH:24][CH:23]=4)[C:16]4[CH:21]=[CH:20][CH:19]=[CH:18][CH:17]=4)[C:15]4[C:10](=[CH:11][CH:12]=[CH:13][CH:14]=4)[N:9]=3)[CH:34]=[CH:33][C:32]=12, predict the reactants needed to synthesize it. The reactants are: Cl[C:2]([C:22]1[CH:27]=[CH:26][CH:25]=[CH:24][CH:23]=1)([C:16]1[CH:21]=[CH:20][CH:19]=[CH:18][CH:17]=1)[C:3]([NH:5][C:6]1[C:15]2[C:10](=[CH:11][CH:12]=[CH:13][CH:14]=2)[N:9]=[CH:8][N:7]=1)=[O:4].[N:28]1[CH:29]=[CH:30][N:31]2[CH:36]=[C:35](B(O)O)[CH:34]=[CH:33][C:32]=12.N1C=CN2C=C(C3N=C(NCC(C4C=CC=CC=4)C4NC=CC=4)C4C(=CC=CC=4)N=3)C=CC=12.